From a dataset of Full USPTO retrosynthesis dataset with 1.9M reactions from patents (1976-2016). Predict the reactants needed to synthesize the given product. Given the product [Cl:7][C:8]1[C:16]([Cl:17])=[C:15]2[C:11]([CH2:12][CH:13]([CH2:19][CH2:20][CH3:21])[CH2:14]2)=[CH:10][C:9]=1[O:2][C:1]([C:25]1[CH:32]=[CH:31][C:28]([C:29]#[N:30])=[CH:27][CH:26]=1)=[O:4], predict the reactants needed to synthesize it. The reactants are: [C:1](=[O:4])([O-])[O-:2].[K+].[K+].[Cl:7][C:8]1[C:16]([Cl:17])=[C:15]2[C:11]([CH2:12][CH:13]([CH2:19][CH2:20][CH3:21])[C:14]2=O)=[CH:10][C:9]=1O.BrC[C:25]1[CH:32]=[CH:31][C:28]([C:29]#[N:30])=[CH:27][CH:26]=1.